This data is from Full USPTO retrosynthesis dataset with 1.9M reactions from patents (1976-2016). The task is: Predict the reactants needed to synthesize the given product. (1) Given the product [C:1]([O:6][CH2:25][CH2:24][CH2:23][CH2:22][CH2:21][CH2:20][CH2:19][CH2:18][CH2:17][CH:16]=[CH2:15])(=[O:5])[C:2]([CH3:4])=[CH2:3], predict the reactants needed to synthesize it. The reactants are: [C:1]([OH:6])(=[O:5])[C:2]([CH3:4])=[CH2:3].C1(C=CC(O)=CC=1)O.[CH:15](O)=[CH:16][CH2:17][CH2:18][CH2:19][CH2:20][CH2:21][CH2:22][CH2:23][CH2:24][CH3:25]. (2) Given the product [OH:8][CH:9]1[CH2:18][C:17]2[CH:16]=[C:15]([C:19]([O:21][CH3:22])=[O:20])[CH:14]=[CH:13][C:12]=2[CH2:11][CH2:10]1, predict the reactants needed to synthesize it. The reactants are: [Si]([O:8][CH:9]1[CH2:18][C:17]2[CH:16]=[C:15]([C:19]([O:21][CH3:22])=[O:20])[CH:14]=[CH:13][C:12]=2[CH2:11][CH2:10]1)(C(C)(C)C)(C)C.[F-].C([N+](CCCC)(CCCC)CCCC)CCC. (3) Given the product [C:26]([OH:25])(=[O:28])[CH3:27].[N:2]1[C:11]2[C:6](=[CH:7][CH:8]=[CH:9][CH:10]=2)[CH:5]=[C:4]([C:12]2[C:20]3[N:19]4[CH:21]=[CH:22][CH:23]=[C:18]4[CH:17]([NH2:24])[C:16]=3[CH:15]=[CH:14][CH:13]=2)[CH:3]=1, predict the reactants needed to synthesize it. The reactants are: Cl.[N:2]1[C:11]2[C:6](=[CH:7][CH:8]=[CH:9][CH:10]=2)[CH:5]=[C:4]([C:12]2[C:20]3[N:19]4[CH:21]=[CH:22][CH:23]=[C:18]4[C:17](=[N:24][OH:25])[C:16]=3[CH:15]=[CH:14][CH:13]=2)[CH:3]=1.[CH2:26]([OH:28])[CH3:27].O. (4) Given the product [CH3:1][O:2][C:3]([C:5]1[S:6][C:7]([C:11]#[C:12][C:13]([CH3:16])([CH3:15])[CH3:14])=[CH:8][C:9]=1[NH:10][CH:27]1[CH2:28][CH2:29][N:24]([C:22]([O:21][C:17]([CH3:20])([CH3:19])[CH3:18])=[O:23])[CH2:25][CH2:26]1)=[O:4], predict the reactants needed to synthesize it. The reactants are: [CH3:1][O:2][C:3]([C:5]1[S:6][C:7]([C:11]#[C:12][C:13]([CH3:16])([CH3:15])[CH3:14])=[CH:8][C:9]=1[NH2:10])=[O:4].[C:17]([O:21][C:22]([N:24]1[CH2:29][CH2:28][C:27](=O)[CH2:26][CH2:25]1)=[O:23])([CH3:20])([CH3:19])[CH3:18].C1([SiH3])C=CC=CC=1.